This data is from Full USPTO retrosynthesis dataset with 1.9M reactions from patents (1976-2016). The task is: Predict the reactants needed to synthesize the given product. (1) The reactants are: [Cl:1][C:2]1[N:3]=[C:4]([O:20][CH:21]2[CH2:24][CH2:23][CH2:22]2)[C:5]2[C:10](I)=[CH:9][N:8]([CH2:12][O:13][CH2:14][CH2:15][Si:16]([CH3:19])([CH3:18])[CH3:17])[C:6]=2[N:7]=1.[CH3:25][NH:26][C:27](=[O:43])[C:28]1[CH:33]=[CH:32][C:31](B2OC(C)(C)C(C)(C)O2)=[CH:30][CH:29]=1.P([O-])([O-])([O-])=O.[K+].[K+].[K+].O1CCOCC1. Given the product [Cl:1][C:2]1[N:3]=[C:4]([O:20][CH:21]2[CH2:24][CH2:23][CH2:22]2)[C:5]2[C:10]([C:31]3[CH:32]=[CH:33][C:28]([C:27]([NH:26][CH3:25])=[O:43])=[CH:29][CH:30]=3)=[CH:9][N:8]([CH2:12][O:13][CH2:14][CH2:15][Si:16]([CH3:19])([CH3:18])[CH3:17])[C:6]=2[N:7]=1, predict the reactants needed to synthesize it. (2) The reactants are: [N:1]#[C:2][NH2:3].[N:4]([C:7]1[CH:21]=[CH:20][C:10]([O:11][CH2:12][C@H:13]([N:15]2[CH2:19][CH2:18][CH2:17][CH2:16]2)[CH3:14])=[CH:9][CH:8]=1)=[C:5]=[S:6].Br[CH2:23][C:24]([C:26]1[CH:31]=[CH:30][CH:29]=[C:28]([O:32][CH3:33])[CH:27]=1)=[O:25]. Given the product [C:10]([OH:25])(=[O:11])[CH3:20].[NH2:1][C:2]1[N:3]=[C:5]([NH:4][C:7]2[CH:8]=[CH:9][C:10]([O:11][CH2:12][C@H:13]([N:15]3[CH2:16][CH2:17][CH2:18][CH2:19]3)[CH3:14])=[CH:20][CH:21]=2)[S:6][C:23]=1[C:24]([C:26]1[CH:31]=[CH:30][CH:29]=[C:28]([O:32][CH3:33])[CH:27]=1)=[O:25], predict the reactants needed to synthesize it. (3) The reactants are: [NH2:1][C:2]1[CH:3]=[N:4][CH:5]=[CH:6][C:7]=1[C:8]1[C:9]2[O:18][C:17]([CH2:19][N:20]3[CH2:25][CH2:24][N:23]([S:26]([CH3:29])(=[O:28])=[O:27])[CH2:22][C@H:21]3[CH3:30])=[CH:16][C:10]=2[C:11](=[O:15])[N:12]([CH3:14])[CH:13]=1.[CH:31]1([CH:34]=O)[CH2:33][CH2:32]1. Given the product [CH:31]1([CH2:34][NH:1][C:2]2[CH:3]=[N:4][CH:5]=[CH:6][C:7]=2[C:8]2[C:9]3[O:18][C:17]([CH2:19][N:20]4[CH2:25][CH2:24][N:23]([S:26]([CH3:29])(=[O:28])=[O:27])[CH2:22][C@H:21]4[CH3:30])=[CH:16][C:10]=3[C:11](=[O:15])[N:12]([CH3:14])[CH:13]=2)[CH2:33][CH2:32]1, predict the reactants needed to synthesize it.